This data is from Forward reaction prediction with 1.9M reactions from USPTO patents (1976-2016). The task is: Predict the product of the given reaction. (1) Given the reactants [CH3:1][C:2]([CH3:7])([CH3:6])[CH:3]([OH:5])[CH3:4].[H-].[Na+].Cl[C:11]1[CH:12]=[CH:13][C:14]2[CH2:15][N:16]([C:22]([O:24][C:25]([CH3:28])([CH3:27])[CH3:26])=[O:23])[CH2:17][CH2:18][O:19][C:20]=2[N:21]=1.O, predict the reaction product. The product is: [CH3:4][CH:3]([O:5][C:11]1[CH:12]=[CH:13][C:14]2[CH2:15][N:16]([C:22]([O:24][C:25]([CH3:28])([CH3:27])[CH3:26])=[O:23])[CH2:17][CH2:18][O:19][C:20]=2[N:21]=1)[C:2]([CH3:7])([CH3:6])[CH3:1]. (2) Given the reactants [OH:1][C@@H:2]1[CH2:6][CH2:5][N:4]([C:7]2[C:26](/[CH:27]=[CH:28]/[C:29](=O)[CH3:30])=[CH:25][C:10]([C:11]([NH:13][C:14]3[CH:19]=[CH:18][C:17]([O:20][C:21]([F:24])([F:23])[F:22])=[CH:16][CH:15]=3)=[O:12])=[CH:9][N:8]=2)[CH2:3]1.C1(C)C=CC(S([NH:41][NH2:42])(=O)=O)=CC=1.CCO.C[O-].[Na+], predict the reaction product. The product is: [OH:1][C@@H:2]1[CH2:6][CH2:5][N:4]([C:7]2[C:26]([C:27]3[NH:42][N:41]=[C:29]([CH3:30])[CH:28]=3)=[CH:25][C:10]([C:11]([NH:13][C:14]3[CH:15]=[CH:16][C:17]([O:20][C:21]([F:22])([F:24])[F:23])=[CH:18][CH:19]=3)=[O:12])=[CH:9][N:8]=2)[CH2:3]1. (3) The product is: [O:25]1[CH2:26][CH2:27][C@H:23]([N:15]([C:16]([O:17][C:18]([CH3:21])([CH3:20])[CH3:19])=[O:22])[NH2:6])[CH2:24]1. Given the reactants CNN.O=C1C2C(=CC=CC=2)C(=O)[N:6]1[N:15]([C@H:23]1[CH2:27][CH2:26][O:25][CH2:24]1)[C:16](=[O:22])[O:17][C:18]([CH3:21])([CH3:20])[CH3:19], predict the reaction product. (4) Given the reactants Cl.Cl[C:3]1[CH:8]=[CH:7][NH:6][C:5](=[O:9])[C:4]=1[C:10]1[NH:21][C:20]2[CH:19]=[C:18]3[C:14]([CH:15]=[N:16][NH:17]3)=[CH:13][C:12]=2[N:11]=1.Cl.[NH2:23][CH2:24][C@H:25]([C:27]1[CH:32]=[CH:31][C:30]([O:33][CH3:34])=[C:29]([Br:35])[CH:28]=1)[OH:26].CN1CCOCC1, predict the reaction product. The product is: [Br:35][C:29]1[CH:28]=[C:27]([C@H:25]([OH:26])[CH2:24][NH:23][C:3]2[CH:8]=[CH:7][NH:6][C:5](=[O:9])[C:4]=2[C:10]2[NH:21][C:20]3[CH:19]=[C:18]4[C:14]([CH:15]=[N:16][NH:17]4)=[CH:13][C:12]=3[N:11]=2)[CH:32]=[CH:31][C:30]=1[O:33][CH3:34]. (5) Given the reactants Cl.[CH2:2]([O:4][C:5]1[CH:6]=[C:7]2[C:12](=[C:13]3[CH2:17][C:16]([CH3:19])([CH3:18])[O:15][C:14]=13)[C:11]([C:20]1[CH:29]=[CH:28][C:23]([C:24]([O:26]C)=[O:25])=[C:22]([NH:30][CH2:31][CH3:32])[CH:21]=1)=[N:10][C:9]([CH3:34])([CH3:33])[CH2:8]2)[CH3:3].[OH-].[Na+], predict the reaction product. The product is: [CH2:2]([O:4][C:5]1[CH:6]=[C:7]2[C:12](=[C:13]3[CH2:17][C:16]([CH3:19])([CH3:18])[O:15][C:14]=13)[C:11]([C:20]1[CH:29]=[CH:28][C:23]([C:24]([OH:26])=[O:25])=[C:22]([NH:30][CH2:31][CH3:32])[CH:21]=1)=[N:10][C:9]([CH3:33])([CH3:34])[CH2:8]2)[CH3:3]. (6) Given the reactants [OH:1][C@H:2]1[C@@H:7]2[O:8][CH:9]([C:12]3[CH:17]=[CH:16][CH:15]=[CH:14][CH:13]=3)[O:10][CH2:11][C@H:6]2[O:5][CH2:4][C@@H:3]1[O:18]C(=O)C.C1C=CC(P(C2C=CC=CC=2)C2C=CC=CC=2)=CC=1.C(O)(=O)C1C=CC=CC=1.N(C(OC(C)C)=O)=NC(OC(C)C)=O.C([O-])([O-])=O.[K+].[K+], predict the reaction product. The product is: [C:12]1([CH:9]2[O:8][C@H:7]3[C@@H:2]([OH:1])[C@@H:3]([OH:18])[CH2:4][O:5][C@@H:6]3[CH2:11][O:10]2)[CH:13]=[CH:14][CH:15]=[CH:16][CH:17]=1. (7) The product is: [F:45][C:30]([F:29])([F:44])[C:31]([F:42])([F:43])[C:32]([F:40])([F:41])[C:33]([F:38])([F:39])[S:34]([O-:37])(=[O:36])=[O:35].[C:50]1([CH3:51])[CH:52]=[CH:33][C:32]([S+:6]2[C:7]3[C:12](=[CH:11][CH:10]=[CH:9][CH:8]=3)[S:13][C:14]3[CH:1]=[CH:2][CH:3]=[CH:4][C:5]2=3)=[CH:31][CH:30]=1. Given the reactants [CH:1]1[C:14]2[S:13][C:12]3[C:7](=[CH:8][CH:9]=[CH:10][CH:11]=3)[S:6](=O)[C:5]=2[CH:4]=[CH:3][CH:2]=1.FC(F)(F)C(OC(=O)C(F)(F)F)=O.[F:29][C:30]([F:45])([F:44])[C:31]([F:43])([F:42])[C:32]([F:41])([F:40])[C:33]([F:39])([F:38])[S:34]([OH:37])(=[O:36])=[O:35].C(O[CH:50]([CH3:52])[CH3:51])(C)C, predict the reaction product. (8) Given the reactants [F:1][C:2]1[CH:24]=[CH:23][CH:22]=[C:21]([F:25])[C:3]=1[O:4][C:5]1[C:18](=[O:19])[N:17]([CH3:20])[C:8]2[N:9]=[C:10](S(C)(=O)=O)[N:11]=[CH:12][C:7]=2[CH:6]=1.[NH2:26][C:27]([CH3:31])([CH3:30])[CH2:28][OH:29].CO.O, predict the reaction product. The product is: [F:1][C:2]1[CH:24]=[CH:23][CH:22]=[C:21]([F:25])[C:3]=1[O:4][C:5]1[C:18](=[O:19])[N:17]([CH3:20])[C:8]2[N:9]=[C:10]([NH:26][C:27]([CH3:31])([CH3:30])[CH2:28][OH:29])[N:11]=[CH:12][C:7]=2[CH:6]=1.